From a dataset of Reaction yield outcomes from USPTO patents with 853,638 reactions. Predict the reaction yield, written as a fraction of the theoretical maximum amount of product (1.0 means a 100% yield; for example, 0.34 means a 34% yield). The reactants are [CH3:1][NH:2][C:3]([C:5]1[N:14]([CH:15]2[CH2:19][CH2:18][CH2:17][CH2:16]2)[C:8]2[N:9]=[C:10](Cl)[N:11]=[CH:12][C:7]=2[CH:6]=1)=[O:4].C(OC([N:27]1[CH2:32][CH2:31][N:30]([C:33]2[CH:34]=[N:35][C:36]([NH2:39])=[CH:37][CH:38]=2)[CH2:29][CH2:28]1)=O)(C)(C)C. No catalyst specified. The product is [CH3:1][NH:2][C:3]([C:5]1[N:14]([CH:15]2[CH2:19][CH2:18][CH2:17][CH2:16]2)[C:8]2[N:9]=[C:10]([NH:39][C:36]3[CH:37]=[CH:38][C:33]([N:30]4[CH2:29][CH2:28][NH:27][CH2:32][CH2:31]4)=[CH:34][N:35]=3)[N:11]=[CH:12][C:7]=2[CH:6]=1)=[O:4]. The yield is 0.770.